Dataset: Full USPTO retrosynthesis dataset with 1.9M reactions from patents (1976-2016). Task: Predict the reactants needed to synthesize the given product. (1) Given the product [Cl:1][C:2]1[CH:10]=[CH:9][C:8]([C:11]2[N:12]([C:22]([O:24][C:25]([CH3:27])([CH3:26])[CH3:28])=[O:23])[C:13]3[C:18]([CH:19]=2)=[CH:17][C:16]([CH2:20][N:34]2[CH2:35][CH2:36][CH:31]([CH3:30])[CH2:32][CH2:33]2)=[CH:15][CH:14]=3)=[C:7]2[C:3]=1[CH2:4][NH:5][C:6]2=[O:29], predict the reactants needed to synthesize it. The reactants are: [Cl:1][C:2]1[CH:10]=[CH:9][C:8]([C:11]2[N:12]([C:22]([O:24][C:25]([CH3:28])([CH3:27])[CH3:26])=[O:23])[C:13]3[C:18]([CH:19]=2)=[CH:17][C:16]([CH:20]=O)=[CH:15][CH:14]=3)=[C:7]2[C:3]=1[CH2:4][NH:5][C:6]2=[O:29].[CH3:30][CH:31]1[CH2:36][CH2:35][NH:34][CH2:33][CH2:32]1.C(O)(=O)C.C(O[BH-](OC(=O)C)OC(=O)C)(=O)C.[Na+].C(=O)([O-])O.[Na+]. (2) The reactants are: [C:1]1(=O)[CH2:4][CH2:3][CH2:2]1.[NH2:6][CH:7]1[CH2:10][N:9]([C:11]([C:13]2[CH:14]=[C:15]([CH:28]=[CH:29][C:30]=2[F:31])[CH2:16][C:17]2[C:26]3[C:21](=[CH:22][CH:23]=[CH:24][CH:25]=3)[C:20](=[O:27])[NH:19][N:18]=2)=[O:12])[CH2:8]1.C(O)(=O)C.C(O[BH-](OC(=O)C)OC(=O)C)(=O)C. Given the product [CH:1]1([NH:6][CH:7]2[CH2:8][N:9]([C:11]([C:13]3[CH:14]=[C:15]([CH:28]=[CH:29][C:30]=3[F:31])[CH2:16][C:17]3[C:26]4[C:21](=[CH:22][CH:23]=[CH:24][CH:25]=4)[C:20](=[O:27])[NH:19][N:18]=3)=[O:12])[CH2:10]2)[CH2:4][CH2:3][CH2:2]1, predict the reactants needed to synthesize it. (3) The reactants are: [OH:1][CH2:2][CH:3]1[CH2:8][CH2:7][CH2:6][N:5]([C:9]([O:11][C:12]([CH3:15])([CH3:14])[CH3:13])=[O:10])[CH2:4]1.Cl.CN(C)C.C(N(CC)CC)C.[CH3:28][C:29]1[CH:34]=[CH:33][C:32]([S:35](Cl)(=[O:37])=[O:36])=[CH:31][CH:30]=1. Given the product [CH3:28][C:29]1[CH:34]=[CH:33][C:32]([S:35]([O:1][CH2:2][CH:3]2[CH2:8][CH2:7][CH2:6][N:5]([C:9]([O:11][C:12]([CH3:15])([CH3:14])[CH3:13])=[O:10])[CH2:4]2)(=[O:37])=[O:36])=[CH:31][CH:30]=1, predict the reactants needed to synthesize it.